Dataset: Forward reaction prediction with 1.9M reactions from USPTO patents (1976-2016). Task: Predict the product of the given reaction. (1) Given the reactants [CH3:1][C:2]1[CH:11]=[C:5]2[N:6]=[C:7](O)[CH:8]=[CH:9][N:4]2[N:3]=1.P(Br)(Br)([Br:14])=O, predict the reaction product. The product is: [Br:14][C:7]1[CH:8]=[CH:9][N:4]2[N:3]=[C:2]([CH3:1])[CH:11]=[C:5]2[N:6]=1. (2) Given the reactants [CH:1]1([C:7]2[C:8]3[S:14][C:13]([C:15]([OH:17])=[O:16])=[CH:12]C=3NC=2)[CH2:6][CH2:5][CH2:4][CH2:3][CH2:2]1.[C:18]([O-])([O-])=O.[K+].[K+].CI.[CH3:26][N:27]([CH:29]=O)[CH3:28], predict the reaction product. The product is: [CH:1]1([C:7]2[C:8]3[S:14][C:13]([C:15]([O:17][CH3:18])=[O:16])=[CH:12][C:28]=3[N:27]([CH3:26])[CH:29]=2)[CH2:6][CH2:5][CH2:4][CH2:3][CH2:2]1. (3) Given the reactants [NH2:1][CH2:2][C@H:3]1[N:8]([C:9]([C:11]2[N:12]=[C:13]([CH3:23])[S:14][C:15]=2[C:16]2[CH:17]=[C:18]([CH3:22])[CH:19]=[CH:20][CH:21]=2)=[O:10])[CH2:7][C@H:6]2[C@@H:4]1[CH2:5]2.[O:24]1[C:33]2[C:28](=[CH:29][CH:30]=[CH:31][C:32]=2[C:34](O)=[O:35])[CH2:27][CH2:26][CH2:25]1, predict the reaction product. The product is: [CH3:23][C:13]1[S:14][C:15]([C:16]2[CH:17]=[C:18]([CH3:22])[CH:19]=[CH:20][CH:21]=2)=[C:11]([C:9]([N:8]2[CH2:7][C@H:6]3[C@H:4]([CH2:5]3)[C@H:3]2[CH2:2][NH:1][C:34]([C:32]2[CH:31]=[CH:30][CH:29]=[C:28]3[C:33]=2[O:24][CH2:25][CH2:26][CH2:27]3)=[O:35])=[O:10])[N:12]=1.